Dataset: Full USPTO retrosynthesis dataset with 1.9M reactions from patents (1976-2016). Task: Predict the reactants needed to synthesize the given product. (1) Given the product [CH3:15][C:16]1[O:20][C:19]([CH2:21][NH:22][C:8]2[CH:7]=[CH:6][C:5]3[C:4]([NH:1][CH:26]4[C:27]5[C:32](=[CH:31][CH:30]=[CH:29][CH:28]=5)[S:23][CH2:24][CH2:25]4)=[CH:13][CH:12]=[CH:11][C:10]=3[N:9]=2)=[CH:18][CH:17]=1, predict the reactants needed to synthesize it. The reactants are: [N+:1]([C:4]1[CH:13]=[CH:12][CH:11]=[C:10]2[C:5]=1[CH:6]=[CH:7][C:8](Cl)=[N:9]2)([O-])=O.[CH3:15][C:16]1[O:20][C:19]([CH2:21][NH2:22])=[CH:18][CH:17]=1.[S:23]1[C:32]2[C:27](=[CH:28][CH:29]=[CH:30][CH:31]=2)[C:26](=O)[CH2:25][CH2:24]1. (2) The reactants are: [CH2:1]([N:3]([CH2:10][CH2:11][OH:12])[C:4]1[CH:9]=[CH:8][CH:7]=[CH:6][CH:5]=1)[CH3:2].C(N(CC)CC)C.[C:20](Cl)(=[O:22])[CH3:21].O. Given the product [C:20]([O:12][CH2:11][CH2:10][N:3]([CH2:1][CH3:2])[C:4]1[CH:5]=[CH:6][CH:7]=[CH:8][CH:9]=1)(=[O:22])[CH3:21], predict the reactants needed to synthesize it. (3) Given the product [CH:1]([NH:4][C:5](=[O:25])[O:6][CH2:7][C:8]1([CH2:20][CH2:21][CH:22]([CH3:24])[CH3:23])[C:17]2[C:12](=[CH:13][CH:14]=[CH:15][CH:16]=2)[C:11](=[O:27])[CH:10]=[C:9]1[O:18][CH3:19])([CH3:3])[CH3:2], predict the reactants needed to synthesize it. The reactants are: [CH:1]([NH:4][C:5](=[O:25])[O:6][CH2:7][C:8]1([CH2:20][CH2:21][CH:22]([CH3:24])[CH3:23])[C:17]2[C:12](=[CH:13][CH:14]=[CH:15][CH:16]=2)[CH2:11][CH:10]=[C:9]1[O:18][CH3:19])([CH3:3])[CH3:2].[Cr](O[Cr]([O-])(=O)=O)([O-])(=O)=[O:27].[NH+]1C=CC=CC=1.[NH+]1C=CC=CC=1.C(OOC(C)(C)C)(C)(C)C.O. (4) The reactants are: Cl.[CH3:2][O:3][C:4]1[CH:5]=[C:6]([S:12]([N:15]2[CH2:20][C@H:19]([CH3:21])[NH:18][CH2:17][C@@H:16]2[CH3:22])(=[O:14])=[O:13])[CH:7]=[CH:8][C:9]=1[O:10][CH3:11].CCN(C(C)C)C(C)C.[CH2:32]([C:34]1[CH:35]=[C:36]([S:42](Cl)(=[O:44])=[O:43])[CH:37]=[CH:38][C:39]=1[O:40][CH3:41])[CH3:33]. Given the product [CH3:2][O:3][C:4]1[CH:5]=[C:6]([S:12]([N:15]2[CH2:20][C@H:19]([CH3:21])[N:18]([S:42]([C:36]3[CH:37]=[CH:38][C:39]([O:40][CH3:41])=[C:34]([CH2:32][CH3:33])[CH:35]=3)(=[O:44])=[O:43])[CH2:17][C@@H:16]2[CH3:22])(=[O:13])=[O:14])[CH:7]=[CH:8][C:9]=1[O:10][CH3:11], predict the reactants needed to synthesize it. (5) Given the product [Br:18][C:19]1[CH:20]=[C:21]([CH:24]=[CH:25][CH:26]=1)[CH2:22][N:12]1[C:13]([CH3:17])([CH3:16])[C:14](=[O:15])[N:11]1[CH:2]1[CH:3]2[CH2:4][CH:5]3[CH2:6][CH:7]([CH2:8][CH:1]1[CH2:10]3)[CH2:9]2, predict the reactants needed to synthesize it. The reactants are: [CH:1]12[CH2:10][CH:5]3[CH2:6][CH:7]([CH2:9][CH:3]([CH2:4]3)[CH:2]1[N:11]1[C:14](=[O:15])[C:13]([CH3:17])([CH3:16])[NH:12]1)[CH2:8]2.[Br:18][C:19]1[CH:20]=[C:21]([CH:24]=[CH:25][CH:26]=1)[CH2:22]Br. (6) The reactants are: [CH:1]1([NH:4][C:5](=[O:53])[NH:6][C:7]2[CH:51]=[CH:50][C:10]([O:11][C:12]3[CH:17]=[CH:16][N:15]=[C:14]4[CH:18]=[C:19]([C:21]5[N:26]=[CH:25][C:24]([CH2:27][N:28]([CH:35]6[CH2:38][N:37]([C:39](=[O:49])[CH2:40][O:41][CH2:42][CH2:43][O:44][CH2:45][CH2:46][O:47][CH3:48])[CH2:36]6)[CH2:29][C:30]([O:32]CC)=[O:31])=[CH:23][CH:22]=5)[S:20][C:13]=34)=[C:9]([F:52])[CH:8]=2)[CH2:3][CH2:2]1.[OH-].[Na+]. Given the product [CH:1]1([NH:4][C:5](=[O:53])[NH:6][C:7]2[CH:51]=[CH:50][C:10]([O:11][C:12]3[CH:17]=[CH:16][N:15]=[C:14]4[CH:18]=[C:19]([C:21]5[N:26]=[CH:25][C:24]([CH2:27][N:28]([CH:35]6[CH2:36][N:37]([C:39](=[O:49])[CH2:40][O:41][CH2:42][CH2:43][O:44][CH2:45][CH2:46][O:47][CH3:48])[CH2:38]6)[CH2:29][C:30]([OH:32])=[O:31])=[CH:23][CH:22]=5)[S:20][C:13]=34)=[C:9]([F:52])[CH:8]=2)[CH2:2][CH2:3]1, predict the reactants needed to synthesize it. (7) Given the product [NH2:1][C:2]1[CH:18]=[CH:17][CH:16]=[CH:15][C:3]=1[O:4][C:5]1[CH:6]=[C:7]2[C:8](=[CH:11][CH:12]=1)[C:9](=[O:20])[NH:10][C:24]2=[O:27], predict the reactants needed to synthesize it. The reactants are: [NH2:1][C:2]1[CH:18]=[CH:17][CH:16]=[CH:15][C:3]=1[O:4][C:5]1[CH:6]=[C:7](C#N)[C:8](=[CH:11][CH:12]=1)[C:9]#[N:10].S(=O)(=O)(O)[OH:20].[C:24](=[O:27])([O-])O.[Na+]. (8) Given the product [F:30][C:27]1[CH:28]=[CH:29][C:24]([C:16]2[C:15]([C:13]3[N:12]=[CH:11][N:10]([C:7]4[CH:8]=[CH:9][C:4]([C:3]([NH:35][CH2:34][C:33]([F:37])([F:36])[F:32])=[O:2])=[CH:5][N:6]=4)[CH:14]=3)=[C:19]([C:20]([F:23])([F:21])[F:22])[O:18][N:17]=2)=[CH:25][CH:26]=1, predict the reactants needed to synthesize it. The reactants are: C[O:2][C:3](=O)[C:4]1[CH:9]=[CH:8][C:7]([N:10]2[CH:14]=[C:13]([C:15]3[C:16]([C:24]4[CH:29]=[CH:28][C:27]([F:30])=[CH:26][CH:25]=4)=[N:17][O:18][C:19]=3[C:20]([F:23])([F:22])[F:21])[N:12]=[CH:11]2)=[N:6][CH:5]=1.[F:32][C:33]([F:37])([F:36])[CH2:34][NH2:35]. (9) Given the product [CH3:10][C:11]1([CH3:27])[C:15]([CH3:17])([CH3:16])[O:14][B:13]([C:2]2[CH:3]=[CH:4][C:5]([C:8]#[N:9])=[N:6][CH:7]=2)[O:12]1, predict the reactants needed to synthesize it. The reactants are: Br[C:2]1[CH:3]=[CH:4][C:5]([C:8]#[N:9])=[N:6][CH:7]=1.[CH3:10][C:11]1([CH3:27])[C:15]([CH3:17])([CH3:16])[O:14][B:13]([B:13]2[O:14][C:15]([CH3:17])([CH3:16])[C:11]([CH3:27])([CH3:10])[O:12]2)[O:12]1.C1C=CC(P(C2C=CC=CC=2)C2C=CC=CC=2)=CC=1.CC([O-])=O.[K+].